Task: Predict which catalyst facilitates the given reaction.. Dataset: Catalyst prediction with 721,799 reactions and 888 catalyst types from USPTO Reactant: [C:1]([O:7][CH3:8])(=[O:6])[C:2]([CH3:5])([CH3:4])[CH3:3].N[C@H](C=O)CCSC.[CH3:17][C:18]([CH3:21])([O-])[CH3:19].[K+].[H][H].CC(C)(C)CO. Product: [C:1]([O:7][CH2:8][C:18]([CH3:21])([CH3:19])[CH3:17])(=[O:6])[C:2]([CH3:5])([CH3:4])[CH3:3]. The catalyst class is: 7.